Dataset: Forward reaction prediction with 1.9M reactions from USPTO patents (1976-2016). Task: Predict the product of the given reaction. (1) The product is: [Cl:1][C:2]1[CH:24]=[C:23]([Cl:25])[CH:22]=[CH:21][C:3]=1[CH2:4][N:5]1[C:9](/[CH:10]=[CH:11]/[C:12]([OH:14])=[O:13])=[CH:8][C:7]([O:17][CH:18]([CH3:19])[CH3:20])=[N:6]1. Given the reactants [Cl:1][C:2]1[CH:24]=[C:23]([Cl:25])[CH:22]=[CH:21][C:3]=1[CH2:4][N:5]1[C:9](/[CH:10]=[CH:11]/[C:12]([O:14]CC)=[O:13])=[CH:8][C:7]([O:17][CH:18]([CH3:20])[CH3:19])=[N:6]1.[OH-].[Na+].O1CCCC1, predict the reaction product. (2) Given the reactants [Cl:1][C:2]1[CH:11]=[CH:10][CH:9]=[C:8]2[C:3]=1[CH:4]=[CH:5][CH:6]=[N:7]2.[BH3-]C#N.[Na+].Cl.[OH-].[Na+], predict the reaction product. The product is: [Cl:1][C:2]1[CH:11]=[CH:10][CH:9]=[C:8]2[C:3]=1[CH2:4][CH2:5][CH2:6][NH:7]2. (3) Given the reactants C(OC(=O)[N:7]([C@@H:19]1[C@@H:24]([OH:25])[C@H:23]([CH2:26][C:27]2[CH:32]=[C:31]([CH:33]=[CH2:34])[C:30]([NH2:35])=[C:29]([F:36])[CH:28]=2)[CH2:22][S:21](=[O:38])(=[O:37])[CH2:20]1)[CH2:8][C:9]1[CH:14]=[CH:13][CH:12]=[C:11]([C:15]([CH3:18])([CH3:17])[CH3:16])[CH:10]=1)(C)(C)C.Cl.CCOCC, predict the reaction product. The product is: [NH2:35][C:30]1[C:31]([CH:33]=[CH2:34])=[CH:32][C:27]([CH2:26][C@H:23]2[C@H:24]([OH:25])[C@@H:19]([NH:7][CH2:8][C:9]3[CH:14]=[CH:13][CH:12]=[C:11]([C:15]([CH3:18])([CH3:17])[CH3:16])[CH:10]=3)[CH2:20][S:21](=[O:38])(=[O:37])[CH2:22]2)=[CH:28][C:29]=1[F:36]. (4) Given the reactants [Si]([O:8][C@@H:9]1[C@H:13]([O:14][Si](C(C)(C)C)(C)C)[C@@H:12]([CH2:22][O:23][Si](C(C)(C)C)(C)C)[O:11][C@H:10]1[N:31]1[C:40]2[N:39]=[CH:38][N:37]=[C:35]([NH2:36])[C:34]=2[N:33]=[C:32]1[C:41]1[CH:42]=[N:43][CH:44]=[CH:45][CH:46]=1)(C(C)(C)C)(C)C.CCCC[N+](CCCC)(CCCC)CCCC.[F-], predict the reaction product. The product is: [N:43]1[CH:44]=[CH:45][CH:46]=[C:41]([C:32]2[N:31]([C:40]3[N:39]=[CH:38][N:37]=[C:35]([NH2:36])[C:34]=3[N:33]=2)[C@@H:10]2[O:11][C@H:12]([CH2:22][OH:23])[C@@H:13]([OH:14])[C@H:9]2[OH:8])[CH:42]=1.